This data is from Forward reaction prediction with 1.9M reactions from USPTO patents (1976-2016). The task is: Predict the product of the given reaction. Given the reactants C(OC(=O)[NH:7][CH:8]1[CH2:13][CH2:12][N:11]([C:14]2[CH:19]=[CH:18][C:17]([S:20](=[O:28])(=[O:27])[NH:21][C:22]3[S:23][CH:24]=[CH:25][N:26]=3)=[CH:16][CH:15]=2)[CH2:10][CH2:9]1)(C)(C)C.C(O)(C(F)(F)F)=O.C([O-])(O)=O.[Na+].Cl, predict the reaction product. The product is: [NH2:7][CH:8]1[CH2:9][CH2:10][N:11]([C:14]2[CH:19]=[CH:18][C:17]([S:20]([NH:21][C:22]3[S:23][CH:24]=[CH:25][N:26]=3)(=[O:28])=[O:27])=[CH:16][CH:15]=2)[CH2:12][CH2:13]1.